From a dataset of Reaction yield outcomes from USPTO patents with 853,638 reactions. Predict the reaction yield, written as a fraction of the theoretical maximum amount of product (1.0 means a 100% yield; for example, 0.34 means a 34% yield). (1) The product is [CH3:1][O:2][C:3](=[O:15])[C:4]1[CH:5]=[C:6]([O:13][CH3:14])[CH:7]=[C:8]([I:34])[CH:9]=1. The catalyst is CO.C(OCC)(=O)C.[Pd].O.C1(C)C=CC=CC=1. The reactants are [CH3:1][O:2][C:3](=[O:15])[C:4]1[CH:9]=[C:8]([N+]([O-])=O)[CH:7]=[C:6]([O:13][CH3:14])[CH:5]=1.Cl.COC(=O)C1C=C(OC)C=C(N)C=1.N([O-])=O.[Na+].[I-:34].[K+]. The yield is 0.500. (2) The reactants are [CH3:1][CH:2]([CH3:8])[C:3](=O)[CH2:4][C:5]#[N:6].Cl.[C:10]1([NH:16][NH2:17])[CH:15]=[CH:14][CH:13]=[CH:12][CH:11]=1. The catalyst is CCO. The product is [CH:2]([C:3]1[CH:4]=[C:5]([NH2:6])[N:16]([C:10]2[CH:15]=[CH:14][CH:13]=[CH:12][CH:11]=2)[N:17]=1)([CH3:8])[CH3:1]. The yield is 0.770. (3) The reactants are C[Si]([N-][Si](C)(C)C)(C)C.[Li+].F[C:12]1[C:13]([C:18]2[NH:27][C:26](=[O:28])[C:25]3[C:20](=[CH:21][C:22]([O:31][CH3:32])=[CH:23][C:24]=3[O:29][CH3:30])[N:19]=2)=[N:14][CH:15]=[CH:16][CH:17]=1.Cl.[NH2:34][C@@H:35]1[CH2:40][CH2:39][C@H:38]([C:41]([N:43]([CH3:45])[CH3:44])=[O:42])[CH2:37][CH2:36]1. The catalyst is C1COCC1.[NH4+].[Cl-]. The product is [CH3:30][O:29][C:24]1[CH:23]=[C:22]([O:31][CH3:32])[CH:21]=[C:20]2[C:25]=1[C:26](=[O:28])[NH:27][C:18]([C:13]1[C:12]([NH:34][C@@H:35]3[CH2:36][CH2:37][C@H:38]([C:41]([N:43]([CH3:45])[CH3:44])=[O:42])[CH2:39][CH2:40]3)=[CH:17][CH:16]=[CH:15][N:14]=1)=[N:19]2. The yield is 0.130. (4) The reactants are C[Si](C)(C)CCOC[N:7]1[C:11]2[N:12]=[CH:13][N:14]=[C:15]([C:16]3[CH:17]=[N:18][N:19]([CH:21]([C:25]4[CH:26]=[N:27][CH:28]=[C:29]([C:31]#[C:32][Si](C)(C)C)[CH:30]=4)[CH2:22][C:23]#[N:24])[CH:20]=3)[C:10]=2[CH:9]=[CH:8]1.C(Cl)Cl.[C:42]([OH:48])([C:44]([F:47])([F:46])[F:45])=[O:43].[OH-].[K+].CO. No catalyst specified. The product is [C:42]([OH:48])([C:44]([F:47])([F:46])[F:45])=[O:43].[F:45][C:44]([F:47])([F:46])[C:42]([OH:48])=[O:43].[C:31]([C:29]1[CH:30]=[C:25]([CH:21]([N:19]2[CH:20]=[C:16]([C:15]3[C:10]4[CH:9]=[CH:8][NH:7][C:11]=4[N:12]=[CH:13][N:14]=3)[CH:17]=[N:18]2)[CH2:22][C:23]#[N:24])[CH:26]=[N:27][CH:28]=1)#[CH:32]. The yield is 0.00200. (5) The reactants are [C:1]([O:7][CH2:8][C:9]([C:40]([O:42][CH2:43][CH3:44])=[O:41])([C:35]([O:37][CH2:38][CH3:39])=[O:36])[CH2:10][O:11]C(C1C=CC=CC=1)(C1C=CC(OC)=CC=1)C1C=CC(OC)=CC=1)(=[O:6])[C:2]([CH3:5])([CH3:4])[CH3:3].C(O)(C(F)(F)F)=O.N1C=CC=CC=1. The catalyst is C(Cl)Cl.CO. The product is [C:1]([O:7][CH2:8][C:9]([C:35]([O:37][CH2:38][CH3:39])=[O:36])([C:40]([O:42][CH2:43][CH3:44])=[O:41])[CH2:10][OH:11])(=[O:6])[C:2]([CH3:3])([CH3:5])[CH3:4]. The yield is 0.930. (6) The reactants are Br[C:2]1[C:3]([C:17]2[O:18][CH:19]=[CH:20][CH:21]=2)=[N:4][N:5]2[C:10]([NH:11][CH:12]3[CH2:16][CH2:15][CH2:14][CH2:13]3)=[CH:9][CH:8]=[CH:7][C:6]=12.[F:22][C:23]1[CH:28]=[C:27](B(O)O)[CH:26]=[CH:25][N:24]=1.C(=O)([O-])[O-].[Na+].[Na+].O. The catalyst is CN(C)C=O.Cl[Pd](Cl)([P](C1C=CC=CC=1)(C1C=CC=CC=1)C1C=CC=CC=1)[P](C1C=CC=CC=1)(C1C=CC=CC=1)C1C=CC=CC=1. The product is [CH:12]1([NH:11][C:10]2[N:5]3[N:4]=[C:3]([C:17]4[O:18][CH:19]=[CH:20][CH:21]=4)[C:2]([C:27]4[CH:26]=[CH:25][N:24]=[C:23]([F:22])[CH:28]=4)=[C:6]3[CH:7]=[CH:8][CH:9]=2)[CH2:16][CH2:15][CH2:14][CH2:13]1. The yield is 0.240. (7) The reactants are [NH:1]1[C:9]2[C:4](=[CH:5][CH:6]=[CH:7][CH:8]=2)[C:3]2([C:13]3=[CH:14][C:15]4[O:19][CH2:18][O:17][C:16]=4[CH:20]=[C:12]3[O:11][CH2:10]2)[C:2]1=[O:21].Cl[CH2:23][C:24]1[O:25][CH:26]=[C:27]([C:29]([O:31][CH3:32])=[O:30])[N:28]=1.C(=O)([O-])[O-].[Cs+].[Cs+]. The catalyst is O1CCCC1. The product is [O:21]=[C:2]1[C:3]2([C:13]3=[CH:14][C:15]4[O:19][CH2:18][O:17][C:16]=4[CH:20]=[C:12]3[O:11][CH2:10]2)[C:4]2[C:9](=[CH:8][CH:7]=[CH:6][CH:5]=2)[N:1]1[CH2:23][C:24]1[O:25][CH:26]=[C:27]([C:29]([O:31][CH3:32])=[O:30])[N:28]=1. The yield is 0.920.